From a dataset of Forward reaction prediction with 1.9M reactions from USPTO patents (1976-2016). Predict the product of the given reaction. Given the reactants [N+:1]([C:4]1[CH:5]=[CH:6][C:7]2[N:8]([C:10]([C:13]([O:15][CH2:16][CH3:17])=[O:14])=[CH:11][N:12]=2)[CH:9]=1)([O-])=O.C(O)C, predict the reaction product. The product is: [NH2:1][C:4]1[CH:5]=[CH:6][C:7]2[N:8]([C:10]([C:13]([O:15][CH2:16][CH3:17])=[O:14])=[CH:11][N:12]=2)[CH:9]=1.